This data is from Catalyst prediction with 721,799 reactions and 888 catalyst types from USPTO. The task is: Predict which catalyst facilitates the given reaction. Reactant: [F:1][C:2]1[CH:10]=[C:9]([NH:11][C:12]([C:14]2[C:23]([OH:24])=[CH:22][C:21]3[C:20]([CH3:26])([CH3:25])[CH2:19][CH2:18][C:17]([CH3:28])([CH3:27])[C:16]=3[CH:15]=2)=[O:13])[CH:8]=[C:7]([F:29])[C:3]=1[C:4]([OH:6])=[O:5].C(=O)([O-])[O-].[K+].[K+].I[CH2:37][CH3:38]. Product: [F:1][C:2]1[CH:10]=[C:9]([NH:11][C:12]([C:14]2[C:23]([OH:24])=[CH:22][C:21]3[C:20]([CH3:25])([CH3:26])[CH2:19][CH2:18][C:17]([CH3:28])([CH3:27])[C:16]=3[CH:15]=2)=[O:13])[CH:8]=[C:7]([F:29])[C:3]=1[C:4]([O:6][CH2:37][CH3:38])=[O:5]. The catalyst class is: 21.